This data is from Reaction yield outcomes from USPTO patents with 853,638 reactions. The task is: Predict the reaction yield, written as a fraction of the theoretical maximum amount of product (1.0 means a 100% yield; for example, 0.34 means a 34% yield). (1) The reactants are Br[CH2:2][C:3]([C:5]1[CH:10]=[CH:9][C:8]([Br:11])=[C:7]([F:12])[CH:6]=1)=[O:4].[BH4-].[Na+].C[O-].[Na+].COC(C)(C)C. The catalyst is C(O)C. The product is [Br:11][C:8]1[CH:9]=[CH:10][C:5]([CH:3]2[CH2:2][O:4]2)=[CH:6][C:7]=1[F:12]. The yield is 0.940. (2) The reactants are I[C:2]1[C:3]([CH3:13])=[CH:4][CH:5]=[C:6]2[C:10]=1[N:9]([CH3:11])[N:8]=[C:7]2[NH2:12].[CH3:14][NH:15][C:16]1[N:25]=[CH:24][C:23]2[C:18](=[CH:19][CH:20]=[C:21](B3OC(C)(C)C(C)(C)O3)[CH:22]=2)[N:17]=1.C(=O)([O-])[O-].[Na+].[Na+]. The catalyst is O1CCOCC1.C1C=CC(/C=C/C(/C=C/C2C=CC=CC=2)=O)=CC=1.C1C=CC(/C=C/C(/C=C/C2C=CC=CC=2)=O)=CC=1.C1C=CC(/C=C/C(/C=C/C2C=CC=CC=2)=O)=CC=1.[Pd].[Pd]. The product is [NH2:12][C:7]1[C:6]2[C:10](=[C:2]([C:21]3[CH:22]=[C:23]4[C:18](=[CH:19][CH:20]=3)[N:17]=[C:16]([NH:15][CH3:14])[N:25]=[CH:24]4)[C:3]([CH3:13])=[CH:4][CH:5]=2)[N:9]([CH3:11])[N:8]=1. The yield is 0.780. (3) The reactants are N(C(N1CCCCC1)=O)=NC(N1CCCCC1)=O.[Cl:19][C:20]1[CH:39]=[CH:38][C:23]([NH:24][C:25]2[C:34]3[C:29](=[CH:30][C:31]([OH:37])=[C:32]([O:35][CH3:36])[CH:33]=3)[N:28]=[CH:27][N:26]=2)=[C:22]([F:40])[CH:21]=1.[CH3:41][N:42]1[CH2:47][CH2:46][CH2:45][CH:44]([CH2:48]O)[CH2:43]1.C(P(CCCC)CCCC)CCC. The catalyst is C(Cl)Cl.CCOCC. The product is [Cl:19][C:20]1[CH:39]=[CH:38][C:23]([NH:24][C:25]2[C:34]3[C:29](=[CH:30][C:31]([O:37][CH2:48][CH:44]4[CH2:45][CH2:46][CH2:47][N:42]([CH3:41])[CH2:43]4)=[C:32]([O:35][CH3:36])[CH:33]=3)[N:28]=[CH:27][N:26]=2)=[C:22]([F:40])[CH:21]=1. The yield is 0.330. (4) The reactants are Cl.[NH:2]1[CH2:5][CH:4]([C:6]([OH:8])=[O:7])[CH2:3]1.[C:9](O[C:9]([O:11][C:12]([CH3:15])([CH3:14])[CH3:13])=[O:10])([O:11][C:12]([CH3:15])([CH3:14])[CH3:13])=[O:10].C(N(CC)CC)C. The catalyst is C(Cl)Cl. The yield is 0.580. The product is [C:12]([O:11][C:9]([N:2]1[CH2:5][CH:4]([C:6]([OH:8])=[O:7])[CH2:3]1)=[O:10])([CH3:15])([CH3:14])[CH3:13]. (5) The reactants are Br[CH2:2][CH2:3][C@@:4]1([CH2:17][CH:18]2[CH2:20][CH2:19]2)[C:9]([O:10][CH3:11])=[N:8][C@H:7]([CH:12]([CH3:14])[CH3:13])[C:6]([O:15][CH3:16])=[N:5]1.[CH3:21][NH:22][CH3:23].C1COCC1. The catalyst is CN(C1C=CN=CC=1)C. The product is [CH:18]1([CH2:17][C@:4]2([CH2:3][CH2:2][N:22]([CH3:23])[CH3:21])[C:9]([O:10][CH3:11])=[N:8][C@H:7]([CH:12]([CH3:14])[CH3:13])[C:6]([O:15][CH3:16])=[N:5]2)[CH2:20][CH2:19]1. The yield is 0.758. (6) The reactants are [F:1][C:2]1[CH:7]=[C:6](F)[CH:5]=[CH:4][C:3]=1[N+:9]([O-:11])=[O:10].[C:12]([O:16][C:17]([N:19]1[CH2:24][CH2:23][NH:22][CH2:21][CH2:20]1)=[O:18])([CH3:15])([CH3:14])[CH3:13].C(N(CC)CC)C.O. The catalyst is CN(C=O)C.C(OCC)(=O)C. The product is [C:12]([O:16][C:17]([N:19]1[CH2:24][CH2:23][N:22]([C:6]2[CH:5]=[CH:4][C:3]([N+:9]([O-:11])=[O:10])=[C:2]([F:1])[CH:7]=2)[CH2:21][CH2:20]1)=[O:18])([CH3:15])([CH3:13])[CH3:14]. The yield is 0.320.